Task: Regression. Given a peptide amino acid sequence and an MHC pseudo amino acid sequence, predict their binding affinity value. This is MHC class II binding data.. Dataset: Peptide-MHC class II binding affinity with 134,281 pairs from IEDB (1) The peptide sequence is IAGYKTFDGRGAQVY. The MHC is HLA-DQA10401-DQB10402 with pseudo-sequence HLA-DQA10401-DQB10402. The binding affinity (normalized) is 0.357. (2) The peptide sequence is MLWHAMPPELNTARL. The MHC is DRB1_0701 with pseudo-sequence DRB1_0701. The binding affinity (normalized) is 0.366. (3) The peptide sequence is KGDEQKLRSAGELEL. The MHC is HLA-DPA10201-DPB11401 with pseudo-sequence HLA-DPA10201-DPB11401. The binding affinity (normalized) is 0.133. (4) The peptide sequence is NFCNLTSAFNKKTFD. The MHC is DRB1_0101 with pseudo-sequence DRB1_0101. The binding affinity (normalized) is 0.634. (5) The peptide sequence is NANPNANPNANP. The MHC is DRB1_0801 with pseudo-sequence DRB1_0801. The binding affinity (normalized) is 0. (6) The peptide sequence is MYFHRRDLRLASNAI. The MHC is DRB1_0802 with pseudo-sequence DRB1_0802. The binding affinity (normalized) is 0.810. (7) The peptide sequence is HKKYFAATQFEPLAA. The MHC is HLA-DQA10301-DQB10302 with pseudo-sequence HLA-DQA10301-DQB10302. The binding affinity (normalized) is 0.417.